This data is from Catalyst prediction with 721,799 reactions and 888 catalyst types from USPTO. The task is: Predict which catalyst facilitates the given reaction. (1) Reactant: C(OC([NH:8][CH2:9][CH2:10][CH2:11][C:12]1[CH:24]=[CH:23][C:15]([O:16][CH2:17][C:18]([O:20][CH2:21][CH3:22])=[O:19])=[CH:14][CH:13]=1)=O)(C)(C)C.[ClH:25].CCOC(C)=O. Product: [ClH:25].[NH2:8][CH2:9][CH2:10][CH2:11][C:12]1[CH:24]=[CH:23][C:15]([O:16][CH2:17][C:18]([O:20][CH2:21][CH3:22])=[O:19])=[CH:14][CH:13]=1. The catalyst class is: 25. (2) Reactant: [CH3:1][O:2][C:3]1[CH:4]=[C:5]([CH:9]=[CH:10][C:11]=1[N+:12]([O-])=O)[C:6]([NH2:8])=[O:7]. Product: [NH2:12][C:11]1[CH:10]=[CH:9][C:5]([C:6]([NH2:8])=[O:7])=[CH:4][C:3]=1[O:2][CH3:1]. The catalyst class is: 63. (3) Reactant: [OH-:1].[Na+].[CH3:3][O:4][C:5]1[N:10]2[N:11]=[C:12]([CH2:14][O:15][CH:16]3[CH2:21][CH2:20][CH2:19][CH2:18][O:17]3)[CH:13]=[C:9]2[C:8]([CH:22]=[O:23])=[CH:7][CH:6]=1. Product: [CH3:3][O:4][C:5]1[N:10]2[N:11]=[C:12]([CH2:14][O:15][CH:16]3[CH2:21][CH2:20][CH2:19][CH2:18][O:17]3)[CH:13]=[C:9]2[C:8]([C:22]([OH:1])=[O:23])=[CH:7][CH:6]=1. The catalyst class is: 716. (4) Reactant: Cl[C:2]1[C:7]([CH:8]([CH2:13][CH2:14][CH3:15])[C:9]([O:11][CH3:12])=[O:10])=[C:6]([CH3:16])[N:5]=[C:4]([C:17]2[CH:22]=[CH:21][CH:20]=[CH:19][CH:18]=2)[N:3]=1.C(N(CC)C(C)C)(C)C.[S:32]1[CH:36]=[CH:35][C:34]2[CH:37]=[C:38](B3OC(C)(C)C(C)(C)O3)[CH:39]=[CH:40][C:33]1=2. Product: [S:32]1[CH:36]=[CH:35][C:34]2[CH:37]=[C:38]([C:2]3[C:7]([CH:8]([CH2:13][CH2:14][CH3:15])[C:9]([O:11][CH3:12])=[O:10])=[C:6]([CH3:16])[N:5]=[C:4]([C:17]4[CH:22]=[CH:21][CH:20]=[CH:19][CH:18]=4)[N:3]=3)[CH:39]=[CH:40][C:33]1=2. The catalyst class is: 108. (5) Reactant: [Br:1][C:2]1[CH:7]=[CH:6][C:5]([NH2:8])=[C:4]([F:9])[CH:3]=1.C[Si]([N-][Si](C)(C)C)(C)C.[Li+].Cl[C:21]1[N:29]=[C:28]([Cl:30])[CH:27]=[CH:26][C:22]=1[C:23]([OH:25])=[O:24]. Product: [Br:1][C:2]1[CH:7]=[CH:6][C:5]([NH:8][C:21]2[N:29]=[C:28]([Cl:30])[CH:27]=[CH:26][C:22]=2[C:23]([OH:25])=[O:24])=[C:4]([F:9])[CH:3]=1. The catalyst class is: 1.